From a dataset of Reaction yield outcomes from USPTO patents with 853,638 reactions. Predict the reaction yield, written as a fraction of the theoretical maximum amount of product (1.0 means a 100% yield; for example, 0.34 means a 34% yield). The catalyst is C(#N)C. The product is [F:11][C:12]1[CH:19]=[CH:18][CH:17]=[CH:16][C:13]=1[CH2:14][NH:15][C:2]1[CH:10]=[N:9][CH:8]=[CH:7][C:3]=1[C:4]([OH:6])=[O:5]. The yield is 0.100. The reactants are F[C:2]1[CH:10]=[N:9][CH:8]=[CH:7][C:3]=1[C:4]([OH:6])=[O:5].[F:11][C:12]1[CH:19]=[CH:18][CH:17]=[CH:16][C:13]=1[CH2:14][NH2:15].